Predict the reactants needed to synthesize the given product. From a dataset of Full USPTO retrosynthesis dataset with 1.9M reactions from patents (1976-2016). (1) Given the product [CH3:1][O:2][C:3]1[CH:8]=[CH:7][C:6]([C:9]2[S:10][CH:11]=[CH:12][CH:13]=2)=[CH:5][C:4]=1[C:14](=[O:24])[CH2:15][C:16]1[CH:23]=[CH:22][C:19]([C:20]([OH:31])=[O:28])=[CH:18][CH:17]=1, predict the reactants needed to synthesize it. The reactants are: [CH3:1][O:2][C:3]1[CH:8]=[CH:7][C:6]([C:9]2[S:10][CH:11]=[CH:12][CH:13]=2)=[CH:5][C:4]=1[C:14](=[O:24])[CH2:15][C:16]1[CH:23]=[CH:22][C:19]([C:20]#N)=[CH:18][CH:17]=1.CCO.[OH-:28].[K+].Cl.[OH2:31]. (2) Given the product [F:1][C:2]([F:13])([F:12])[C:3]1[CH:8]=[CH:7][C:6]([N:14]2[CH2:18][CH2:17][CH2:16][C@@H:15]2[C:19]([O:21][C:22]([CH3:25])([CH3:24])[CH3:23])=[O:20])=[CH:5][CH:4]=1, predict the reactants needed to synthesize it. The reactants are: [F:1][C:2]([F:13])([F:12])[C:3]1[CH:8]=[CH:7][C:6](B(O)O)=[CH:5][CH:4]=1.[NH:14]1[CH2:18][CH2:17][CH2:16][C@@H:15]1[C:19]([O:21][C:22]([CH3:25])([CH3:24])[CH3:23])=[O:20].C(N(CC)CC)C. (3) Given the product [CH2:1]([C:3]1[CH:7]=[C:6]([CH2:8][CH3:9])[N:5]([C:10]2[CH:15]=[CH:14][C:13]([NH:25][CH2:18][C:19]3[CH:24]=[CH:23][CH:22]=[CH:21][CH:20]=3)=[CH:12][C:11]=2[CH3:17])[N:4]=1)[CH3:2], predict the reactants needed to synthesize it. The reactants are: [CH2:1]([C:3]1[CH:7]=[C:6]([CH2:8][CH3:9])[N:5]([C:10]2[CH:15]=[CH:14][C:13](I)=[CH:12][C:11]=2[CH3:17])[N:4]=1)[CH3:2].[CH2:18]([NH2:25])[C:19]1[CH:24]=[CH:23][CH:22]=[CH:21][CH:20]=1.C1(P(C2C=CC=CC=2)C2C=CC3C(=CC=CC=3)C=2C2C3C(=CC=CC=3)C=CC=2P(C2C=CC=CC=2)C2C=CC=CC=2)C=CC=CC=1.CC(C)([O-])C.[Na+]. (4) Given the product [CH3:23][O:11][C:7]1[C:8]([O:9][CH3:10])=[C:3]([O:2][CH3:1])[C:4]([O:41][CH3:42])=[CH:5][C:6]=1[CH3:12], predict the reactants needed to synthesize it. The reactants are: [CH3:1][O:2][C:3]1[C:4](=O)[CH:5]=[C:6]([CH3:12])[C:7](=[O:11])[C:8]=1[O:9][CH3:10].S(S([O-])=O)([O-])=O.[Na+].[Na+].Cl.[CH3:23]C1C(O)=C(OC)C(OC)=C(O)C=1.S([O:41][CH3:42])(OC)(=O)=O. (5) The reactants are: [CH2:1]([N:3]1[CH:7]=[C:6]([NH:8][C:9]2[N:14]=[CH:13][C:12]([CH2:15][CH2:16][C:17]3[CH:18]=[C:19]([CH:23]=[C:24]([O:27][CH3:28])[C:25]=3[F:26])[C:20]([OH:22])=O)=[CH:11][N:10]=2)[CH:5]=[N:4]1)[CH3:2].[CH3:29][N:30](C(ON1N=NC2C=CC=NC1=2)=[N+](C)C)C.F[P-](F)(F)(F)(F)F.Cl.CN. Given the product [CH2:1]([N:3]1[CH:7]=[C:6]([NH:8][C:9]2[N:14]=[CH:13][C:12]([CH2:15][CH2:16][C:17]3[CH:18]=[C:19]([CH:23]=[C:24]([O:27][CH3:28])[C:25]=3[F:26])[C:20]([NH:30][CH3:29])=[O:22])=[CH:11][N:10]=2)[CH:5]=[N:4]1)[CH3:2], predict the reactants needed to synthesize it.